This data is from Full USPTO retrosynthesis dataset with 1.9M reactions from patents (1976-2016). The task is: Predict the reactants needed to synthesize the given product. (1) Given the product [NH2:26][C:22]1[N:23]=[CH:24][N:25]=[C:20]([N:17]2[CH2:18][CH2:19][CH:14]([CH:3]([C:4]3[CH:9]=[CH:8][C:7]([C:10]([F:12])([F:13])[F:11])=[CH:6][CH:5]=3)[CH2:2][NH:1][C:28](=[O:29])[O:30][C:31]([CH3:34])([CH3:33])[CH3:32])[CH2:15][CH2:16]2)[C:21]=1[Br:27], predict the reactants needed to synthesize it. The reactants are: [NH2:1][CH2:2][CH:3]([CH:14]1[CH2:19][CH2:18][N:17]([C:20]2[N:25]=[CH:24][N:23]=[C:22]([NH2:26])[C:21]=2[Br:27])[CH2:16][CH2:15]1)[C:4]1[CH:9]=[CH:8][C:7]([C:10]([F:13])([F:12])[F:11])=[CH:6][CH:5]=1.[C:28](O[C:28]([O:30][C:31]([CH3:34])([CH3:33])[CH3:32])=[O:29])([O:30][C:31]([CH3:34])([CH3:33])[CH3:32])=[O:29]. (2) Given the product [NH2:7][C@@H:8]1[CH2:13][CH2:12][CH2:11][N:10]([C:14]2[C:19]([OH:20])=[CH:18][N:17]=[C:16]3[NH:21][CH:22]=[C:23]([NH:24][C:25]([C:27]4[CH:28]=[N:29][N:30]([CH2:32][C:33]5[CH:38]=[CH:37][CH:36]=[CH:35][CH:34]=5)[CH:31]=4)=[O:26])[C:15]=23)[CH2:9]1, predict the reactants needed to synthesize it. The reactants are: C(OC(=O)[NH:7][C@@H:8]1[CH2:13][CH2:12][CH2:11][N:10]([C:14]2[C:19]([OH:20])=[CH:18][N:17]=[C:16]3[NH:21][CH:22]=[C:23]([NH:24][C:25]([C:27]4[CH:28]=[N:29][N:30]([CH2:32][C:33]5[CH:38]=[CH:37][CH:36]=[CH:35][CH:34]=5)[CH:31]=4)=[O:26])[C:15]=23)[CH2:9]1)(C)(C)C.[OH-].[NH4+].C(Cl)Cl. (3) The reactants are: [Cl:1][C:2]1[C:10]([OH:11])=[C:9]2[C:5]([C:6]3[CH:15]=[C:14]([CH3:16])[CH:13]=[N:12][C:7]=3[NH:8]2)=[C:4]([C:17]2[CH:22]=[CH:21][CH:20]=[C:19]([S:23]([CH2:26][CH3:27])(=[O:25])=[O:24])[CH:18]=2)[CH:3]=1.[CH2:28]([O:35]CCCO)[C:29]1C=CC=C[CH:30]=1. Given the product [Cl:1][C:2]1[C:10]([O:11][CH2:30][CH2:29][CH2:28][OH:35])=[C:9]2[C:5]([C:6]3[CH:15]=[C:14]([CH3:16])[CH:13]=[N:12][C:7]=3[NH:8]2)=[C:4]([C:17]2[CH:22]=[CH:21][CH:20]=[C:19]([S:23]([CH2:26][CH3:27])(=[O:24])=[O:25])[CH:18]=2)[CH:3]=1, predict the reactants needed to synthesize it. (4) Given the product [Cl:24][C:25]1[CH:26]=[CH:27][C:28]([N:31]2[C:35]([C:2]3[N:7]=[C:6]([C:8]([O:10][CH3:11])=[O:9])[C:5](=[O:12])[N:4]([C:13]4[CH:18]=[CH:17][CH:16]=[C:15]([C:19]([F:22])([F:21])[F:20])[CH:14]=4)[C:3]=3[CH3:23])=[CH:34][CH:33]=[N:32]2)=[CH:29][CH:30]=1, predict the reactants needed to synthesize it. The reactants are: I[C:2]1[N:7]=[C:6]([C:8]([O:10][CH3:11])=[O:9])[C:5](=[O:12])[N:4]([C:13]2[CH:18]=[CH:17][CH:16]=[C:15]([C:19]([F:22])([F:21])[F:20])[CH:14]=2)[C:3]=1[CH3:23].[Cl:24][C:25]1[CH:30]=[CH:29][C:28]([N:31]2[C:35]([Sn](CCCC)(CCCC)CCCC)=[CH:34][CH:33]=[N:32]2)=[CH:27][CH:26]=1. (5) Given the product [Cl:1][C:2]1[C:11]2[N:12]=[CH:13][NH:14][C:10]=2[C:9]2[O:8][C:7]([C:23]3[CH:28]=[CH:27][CH:26]=[CH:25][CH:24]=3)=[C:6]([I:29])[C:5](=[O:30])[C:4]=2[CH:3]=1, predict the reactants needed to synthesize it. The reactants are: [Cl:1][C:2]1[C:11]2[N:12]=[CH:13][N:14](COCC[Si](C)(C)C)[C:10]=2[C:9]2[O:8][C:7]([C:23]3[CH:28]=[CH:27][CH:26]=[CH:25][CH:24]=3)=[C:6]([I:29])[C:5](=[O:30])[C:4]=2[CH:3]=1.ClC1C2N(COCC[Si](C)(C)C)C=NC=2C2OC(C3C=CC=CC=3)=C(I)C(=O)C=2C=1.C(O)(C(F)(F)F)=O. (6) Given the product [Cl:1][C:2]1[C:7]([F:8])=[CH:6][CH:5]=[CH:4][C:3]=1[C:13]1[N:18]=[C:17]([NH2:19])[N:16]=[C:15]([NH:20][CH3:21])[CH:14]=1, predict the reactants needed to synthesize it. The reactants are: [Cl:1][C:2]1[C:7]([F:8])=[CH:6][CH:5]=[CH:4][C:3]=1B(O)O.I[C:13]1[N:18]=[C:17]([NH2:19])[N:16]=[C:15]([NH:20][CH3:21])[CH:14]=1. (7) Given the product [C:12]([C:3]1[CH:4]=[CH:5][C:6]([S:11][CH2:16][C:17]2[CH:18]=[CH:19][C:20]([C@H:23]([O:32][CH:33]3[CH2:38][CH2:37][CH2:36][CH2:35][O:34]3)[C:24]3[CH:25]=[C:26]([CH:29]=[CH:30][CH:31]=3)[C:27]#[N:28])=[CH:21][CH:22]=2)=[C:7]([CH2:8][CH2:9][CH3:10])[C:2]=1[OH:1])(=[O:14])[CH3:13], predict the reactants needed to synthesize it. The reactants are: [OH:1][C:2]1[C:7]([CH2:8][CH2:9][CH3:10])=[C:6]([SH:11])[CH:5]=[CH:4][C:3]=1[C:12](=[O:14])[CH3:13].I[CH2:16][C:17]1[CH:22]=[CH:21][C:20]([C@H:23]([O:32][CH:33]2[CH2:38][CH2:37][CH2:36][CH2:35][O:34]2)[C:24]2[CH:25]=[C:26]([CH:29]=[CH:30][CH:31]=2)[C:27]#[N:28])=[CH:19][CH:18]=1.C(=O)([O-])[O-].[Cs+].[Cs+].O. (8) Given the product [CH3:13][C:10]1[N:9]=[C:8]([C:5]2[N:4]=[N:3][C:2]([N:15]3[CH2:20][CH2:19][C:18]4([C:24](=[O:25])[C:23]5[CH:26]=[CH:27][CH:28]=[CH:29][C:22]=5[O:21]4)[CH2:17][CH2:16]3)=[CH:7][CH:6]=2)[O:12][N:11]=1, predict the reactants needed to synthesize it. The reactants are: Cl[C:2]1[N:3]=[N:4][C:5]([C:8]2[O:12][N:11]=[C:10]([CH3:13])[N:9]=2)=[CH:6][CH:7]=1.Cl.[NH:15]1[CH2:20][CH2:19][C:18]2([C:24](=[O:25])[C:23]3[CH:26]=[CH:27][CH:28]=[CH:29][C:22]=3[O:21]2)[CH2:17][CH2:16]1.C(=O)([O-])[O-].[K+].[K+]. (9) Given the product [CH2:8]([O:15][C:16]([NH:18][CH2:19][CH2:20][S:21]([NH2:1])(=[O:23])=[O:22])=[O:17])[C:9]1[CH:14]=[CH:13][CH:12]=[CH:11][CH:10]=1, predict the reactants needed to synthesize it. The reactants are: [NH3:1].O1CCOCC1.[CH2:8]([O:15][C:16]([NH:18][CH2:19][CH2:20][S:21](Cl)(=[O:23])=[O:22])=[O:17])[C:9]1[CH:14]=[CH:13][CH:12]=[CH:11][CH:10]=1. (10) Given the product [Br:1][C:2]1[CH:3]=[CH:4][C:5]([N:8]([C:15]2[CH:20]=[CH:19][CH:18]=[CH:17][CH:16]=2)[C:9]2[N:10]=[CH:11][CH:12]=[CH:13][N:14]=2)=[CH:6][CH:7]=1, predict the reactants needed to synthesize it. The reactants are: [Br:1][C:2]1[CH:7]=[CH:6][C:5]([NH:8][C:9]2[N:14]=[CH:13][CH:12]=[CH:11][N:10]=2)=[CH:4][CH:3]=1.[C@@H:15]1(N)[CH2:20][CH2:19][CH2:18][CH2:17][C@H:16]1N.CC(C)([O-])C.[Na+].